This data is from Catalyst prediction with 721,799 reactions and 888 catalyst types from USPTO. The task is: Predict which catalyst facilitates the given reaction. (1) Reactant: [C:1]([Si:5](Cl)([CH3:7])[CH3:6])([CH3:4])([CH3:3])[CH3:2].[F:9][C:10]1[CH:18]=[C:17]([OH:19])[CH:16]=[C:15]([F:20])[C:11]=1[C:12]([OH:14])=[O:13].C(N(CC)C(C)C)(C)C. Product: [F:9][C:10]1[CH:18]=[C:17]([O:19][Si:5]([C:1]([CH3:4])([CH3:3])[CH3:2])([CH3:7])[CH3:6])[CH:16]=[C:15]([F:20])[C:11]=1[C:12]([OH:14])=[O:13]. The catalyst class is: 1. (2) The catalyst class is: 51. Product: [CH3:24][S:21]([C:18]1[CH:19]=[CH:20][C:15]([NH:14][C:4]2[CH:3]=[C:2]([N:25]3[CH2:30][CH2:29][O:28][CH2:27][CH2:26]3)[N:7]=[C:6]([C:8]3[CH:13]=[CH:12][CH:11]=[CH:10][CH:9]=3)[N:5]=2)=[CH:16][CH:17]=1)(=[O:23])=[O:22]. Reactant: Cl[C:2]1[N:7]=[C:6]([C:8]2[CH:13]=[CH:12][CH:11]=[CH:10][CH:9]=2)[N:5]=[C:4]([NH:14][C:15]2[CH:20]=[CH:19][C:18]([S:21]([CH3:24])(=[O:23])=[O:22])=[CH:17][CH:16]=2)[CH:3]=1.[NH:25]1[CH2:30][CH2:29][O:28][CH2:27][CH2:26]1. (3) Reactant: [C:1]([O:5][C:6]([NH:8][CH2:9][C@H:10]1[CH2:15][CH2:14][C@H:13]([C:16]([NH:18][C@@H:19]([CH2:43][C:44]2[CH:49]=[CH:48][C:47]([C:50]3[CH:55]=[CH:54][C:53]([C:56]([O:58]C)=[O:57])=[CH:52][C:51]=3[CH3:60])=[CH:46][CH:45]=2)[C:20]([NH:22][C:23]2[CH:28]=[CH:27][C:26]([C:29]3[NH:33][N:32]=[C:31]([C:34]([F:42])([F:41])[C:35]([F:40])([F:39])[C:36]([OH:38])=[O:37])[N:30]=3)=[CH:25][CH:24]=2)=[O:21])=[O:17])[CH2:12][CH2:11]1)=[O:7])([CH3:4])([CH3:3])[CH3:2].O1CCCC1.O.O.[OH-].[Li+]. Product: [C:1]([O:5][C:6]([NH:8][CH2:9][C@H:10]1[CH2:11][CH2:12][C@H:13]([C:16]([NH:18][C@H:19]([C:20]([NH:22][C:23]2[CH:24]=[CH:25][C:26]([C:29]3[NH:33][N:32]=[C:31]([C:34]([F:41])([F:42])[C:35]([C:36]([OH:38])=[O:37])([F:39])[F:40])[N:30]=3)=[CH:27][CH:28]=2)=[O:21])[CH2:43][C:44]2[CH:49]=[CH:48][C:47]([C:50]3[CH:55]=[CH:54][C:53]([C:56]([OH:58])=[O:57])=[CH:52][C:51]=3[CH3:60])=[CH:46][CH:45]=2)=[O:17])[CH2:14][CH2:15]1)=[O:7])([CH3:4])([CH3:2])[CH3:3]. The catalyst class is: 13. (4) Reactant: [Cl:1][C:2]1[C:3]([O:11][CH2:12][CH2:13][CH3:14])=[C:4]([CH:8]=[CH:9][CH:10]=1)[CH2:5]CN.[C:15](Cl)(=[O:18])[CH:16]=[CH2:17].[CH2:20]([N:22](CC)CC)C. Product: [Cl:1][C:2]1[C:3]([O:11][CH2:12][CH2:13][CH3:14])=[C:4]([CH:8]=[CH:9][CH:10]=1)[CH2:5][N:22]([CH3:20])[C:15](=[O:18])[CH:16]=[CH2:17]. The catalyst class is: 2. (5) Reactant: [NH2:1][CH2:2][CH2:3][O:4]/[N:5]=[C:6](/[C:8]1[N:13]=[C:12]2[N:14]([CH2:17][C:18]3[CH:19]=[C:20]4[C:25](=[CH:26][CH:27]=3)[N:24]=[CH:23][CH:22]=[CH:21]4)[N:15]=[N:16][C:11]2=[N:10][CH:9]=1)\[CH3:7].Cl[C:29]([O:31][CH3:32])=[O:30].C(N(CC)CC)C. Product: [N:24]1[C:25]2[C:20](=[CH:19][C:18]([CH2:17][N:14]3[C:12]4=[N:13][C:8](/[C:6](=[N:5]/[O:4][CH2:3][CH2:2][NH:1][C:29](=[O:30])[O:31][CH3:32])/[CH3:7])=[CH:9][N:10]=[C:11]4[N:16]=[N:15]3)=[CH:27][CH:26]=2)[CH:21]=[CH:22][CH:23]=1. The catalyst class is: 2. (6) Reactant: [Cl:1][C:2]1[CH:7]=[CH:6][C:5]([CH:8]2[N:12]([C:13]3[CH:18]=[C:17]([CH3:19])[C:16](=[O:20])[N:15]([CH3:21])[CH:14]=3)[C:11](=[O:22])[CH:10]([C:23]([CH:25]3[CH2:27][CH2:26]3)=O)[C:9]2=O)=[CH:4][CH:3]=1.[CH3:29][NH:30][NH2:31]. Product: [Cl:1][C:2]1[CH:3]=[CH:4][C:5]([CH:8]2[C:9]3[N:30]([CH3:29])[N:31]=[C:23]([CH:25]4[CH2:27][CH2:26]4)[C:10]=3[C:11](=[O:22])[N:12]2[C:13]2[CH:18]=[C:17]([CH3:19])[C:16](=[O:20])[N:15]([CH3:21])[CH:14]=2)=[CH:6][CH:7]=1. The catalyst class is: 5. (7) Reactant: C(O)(=O)C.O=[C:6]1[CH2:11][CH2:10][N:9]([C:12]([O:14][C:15]([CH3:18])([CH3:17])[CH3:16])=[O:13])[CH2:8][CH2:7]1.[NH:19]1[CH2:23][CH2:22][C@H:21]([OH:24])[CH2:20]1.C(O[BH-](OC(=O)C)OC(=O)C)(=O)C.[Na+]. Product: [OH:24][C@H:21]1[CH2:22][CH2:23][N:19]([CH:6]2[CH2:11][CH2:10][N:9]([C:12]([O:14][C:15]([CH3:18])([CH3:17])[CH3:16])=[O:13])[CH2:8][CH2:7]2)[CH2:20]1. The catalyst class is: 279.